From a dataset of Experimentally validated miRNA-target interactions with 360,000+ pairs, plus equal number of negative samples. Binary Classification. Given a miRNA mature sequence and a target amino acid sequence, predict their likelihood of interaction. (1) The miRNA is hsa-miR-26a-2-3p with sequence CCUAUUCUUGAUUACUUGUUUC. The protein sequence of the target gene is MEQRRFYLRAMQADNLSVVLLSVAWLLLARGTTGMPQYSTFHSENRDWTFNHLTVHRRTGAVYVGAINRVYKLTGNLTIQVAHKTGPEEDNKACYPPLIVQPCSEVLTLTNNVNKLLIIDYSENRLLACGSLYQGVCKLLRLDDLFILVEPSHKKEHYLSSVNKTGTMYGVIVRSEGEDGKLFIGTAVDGKQDYFPTLSSRKLPRDPESSAMLDYELHSDFVSSLIKIPSDTLALVSHFDIFYIYGFASGGFVYFLTVQPETPDGMAINSAGDLFYTSRIVRLCKDDPKFHSYVSLPFGC.... Result: 0 (no interaction). (2) The miRNA is hsa-miR-5187-3p with sequence ACUGAAUCCUCUUUUCCUCAG. The protein sequence of the target gene is MATEGLAGALATVLGGKGLLVQSCDSEPAGKPLFPVRLRKNVCYVVLAVFLNEQDEVLMIQEAKRECRGTWYLPAGRMEPGETIVEAMQREVKEEAGLLCEPVTLLSVEERGASWIRFVFLARPTGGVLKTSKDADSESLQAGWYPRVSLPTPLRAHDVLHLVELGAKFCQQAMHPLILPQELPCSVVCQRLVTTFTTVQSVWVLVGTVGTPHLPITACGFTPMEQRGGIKVAILRLLQECLTLHSLAVETKGLLGLQHLGRDHVDGVCLNVLVTVAFRNPGIQDEPPKIRGENYFWWKV.... Result: 0 (no interaction). (3) Result: 1 (interaction). The protein sequence of the target gene is MAAAGAFRLRRAASALLLRSPRLPARELSAPARLYHKKVVDHYENPRNVGSLDKTSKNVGTGLVGAPACGDVMKLQIQVDEKGKIVDARFKTFGCGSAIASSSLATEWVKGKTVEEALTIKNTDIAKELCLPPVKLHCSMLAEDAIKAALADYKLKQEPKKGEAEKK. The miRNA is hsa-miR-4276 with sequence CUCAGUGACUCAUGUGC. (4) The miRNA is hsa-miR-3620-3p with sequence UCACCCUGCAUCCCGCACCCAG. The protein sequence of the target gene is MVLPTCPMAEFALPRHSAVMERLRRRIELCRRHHSTCEARYEAVSPERLELERQHTFALHQRCIQAKAKRAGKHRQPPAAATAPVAAPAPASAPAAARLDAADGPEHGRPVAHLHDTVKRSLDSAASPQNGDQPNGYGDLFPGHKKTRREAPLGVSVSANGLPPASPLGQPDKPSGGDTLQTAGKHSLGLDPINKKCLADSGIHLNGGSNSSEPFPLSLSKELKQEPVDDLPCMIAGAGGSVAQSNLMPDLNLNEQEWKELIEELNRSVPDEDMKDLFTEDFEEKKDPEPPGSATQTPLA.... Result: 0 (no interaction). (5) The miRNA is hsa-miR-135b-3p with sequence AUGUAGGGCUAAAAGCCAUGGG. The protein sequence of the target gene is MEPTQVAENLVPNQQPPVPDLEDPEDTRDESPENSDTVVLSLFPCTPDAVNPEADASASSLQGSFLKHSTTLTNRQRGNEVSALPATLDSLSIHQLAAQGELSQLKDHLRKGACPACTCLSGNNLINKPDERGFTPLIWASAFGEIETVRFLLDWGADPHILAKERESALSLASMGGYTDIVRLLLDRDVDINIYDWNGGTPLLYAVRGNHVKCVEALLARGADLTTEADSGYTPMDLAVALGYRKVQQVMESHILRLFQSTLGPVDPE. Result: 0 (no interaction).